Dataset: Reaction yield outcomes from USPTO patents with 853,638 reactions. Task: Predict the reaction yield, written as a fraction of the theoretical maximum amount of product (1.0 means a 100% yield; for example, 0.34 means a 34% yield). (1) The reactants are CC1(C)C(C)(C)OB([C:9]2[CH:10]=[C:11]3[C:16](=[CH:17][CH:18]=2)[N:15]=[CH:14][CH:13]=[C:12]3[N:19]2[CH2:24][CH2:23][CH2:22][C@H:21]([NH:25]C(=O)OC(C)(C)C)[CH2:20]2)O1.FC(F)(F)S(O[C:40]1[CH:45]=[CH:44][CH:43]=[C:42]([C:46]2[S:47][CH:48]=[CH:49][N:50]=2)[N:41]=1)(=O)=O. The catalyst is C1C=CC(P(C2C=CC=CC=2)[C-]2C=CC=C2)=CC=1.C1C=CC(P(C2C=CC=CC=2)[C-]2C=CC=C2)=CC=1.Cl[Pd]Cl.[Fe+2].C(Cl)Cl.COCCOC. The product is [S:47]1[CH:48]=[CH:49][N:50]=[C:46]1[C:42]1[N:41]=[C:40]([C:9]2[CH:10]=[C:11]3[C:16](=[CH:17][CH:18]=2)[N:15]=[CH:14][CH:13]=[C:12]3[N:19]2[CH2:24][CH2:23][CH2:22][C@H:21]([NH2:25])[CH2:20]2)[CH:45]=[CH:44][CH:43]=1. The yield is 0.400. (2) The reactants are Cl[CH2:2][CH2:3][S:4][C:5]1[NH:13][C:12]2[C:11](=[O:14])[N:10]([CH2:15][CH2:16][CH2:17][CH2:18][C@H:19]([OH:21])[CH3:20])[C:9](=[O:22])[N:8]([CH3:23])[C:7]=2[N:6]=1.C(=O)([O-])[O-].[K+].[K+]. The catalyst is C(#N)C. The product is [OH:21][C@H:19]([CH3:20])[CH2:18][CH2:17][CH2:16][CH2:15][N:10]1[C:11](=[O:14])[C:12]2[N:13]3[CH2:2][CH2:3][S:4][C:5]3=[N:6][C:7]=2[N:8]([CH3:23])[C:9]1=[O:22]. The yield is 0.320. (3) The catalyst is CC(N(C)C)=O. The reactants are [Cl:1][C:2]1[C:3]([F:29])=[C:4]([CH:26]=[CH:27][CH:28]=1)[NH:5][C:6]1[C:15]2[C:10](=[CH:11][C:12]([O:24][CH3:25])=[C:13]([O:16][CH2:17][CH:18]3[CH2:23][CH2:22][NH:21][CH2:20][CH2:19]3)[CH:14]=2)[N:9]=[CH:8][N:7]=1.C(=O)([O-])[O-].[K+].[K+].Cl[CH2:37][C:38]#[N:39]. The yield is 0.0900. The product is [Cl:1][C:2]1[C:3]([F:29])=[C:4]([CH:26]=[CH:27][CH:28]=1)[NH:5][C:6]1[C:15]2[C:10](=[CH:11][C:12]([O:24][CH3:25])=[C:13]([O:16][CH2:17][CH:18]3[CH2:23][CH2:22][N:21]([CH2:37][C:38]#[N:39])[CH2:20][CH2:19]3)[CH:14]=2)[N:9]=[CH:8][N:7]=1. (4) The reactants are COC1C=C(OC)C=CC=1C[N:6]([C:31]1[S:35][N:34]=[CH:33][N:32]=1)[S:7]([C:10]1[CH:15]=[C:14]([F:16])[C:13]([O:17][C@H:18]2[CH2:23][CH2:22][CH2:21][CH2:20][C@@H:19]2[C:24]2[CH:29]=[CH:28][CH:27]=[CH:26][CH:25]=2)=[CH:12][C:11]=1[F:30])(=[O:9])=[O:8].C([SiH](CC)CC)C.FC(F)(F)C(O)=O. The catalyst is ClCCl. The product is [F:30][C:11]1[CH:12]=[C:13]([O:17][C@H:18]2[CH2:23][CH2:22][CH2:21][CH2:20][C@@H:19]2[C:24]2[CH:25]=[CH:26][CH:27]=[CH:28][CH:29]=2)[C:14]([F:16])=[CH:15][C:10]=1[S:7]([NH:6][C:31]1[S:35][N:34]=[CH:33][N:32]=1)(=[O:9])=[O:8]. The yield is 0.740. (5) The reactants are [CH3:1][C:2]1[CH:7]=[C:6]([C:8]2[S:12][CH:11]=[N:10][CH:9]=2)[N:5]=[C:4]([NH:13][C:14]2[CH:19]=[C:18]([C:20]([F:23])([F:22])[F:21])[CH:17]=[CH:16][N:15]=2)[CH:3]=1.[Li+].CC([N-]C(C)C)C.[Br:32][C:33]1[C:34]([C:44]([O:46][CH2:47][CH3:48])=[O:45])=[CH:35][C:36]2[CH2:37][CH2:38][CH2:39][C:40](=[O:43])[C:41]=2[CH:42]=1. The catalyst is C1COCC1. The product is [Br:32][C:33]1[C:34]([C:44]([O:46][CH2:47][CH3:48])=[O:45])=[CH:35][C:36]2[CH2:37][CH2:38][CH2:39][C:40]([OH:43])([C:11]3[S:12][C:8]([C:6]4[CH:7]=[C:2]([CH3:1])[CH:3]=[C:4]([NH:13][C:14]5[CH:19]=[C:18]([C:20]([F:23])([F:21])[F:22])[CH:17]=[CH:16][N:15]=5)[N:5]=4)=[CH:9][N:10]=3)[C:41]=2[CH:42]=1. The yield is 0.620. (6) The reactants are Cl[C:2]1[C:3]2[CH:17]=[CH:16][C:15](=[O:18])[N:14]([C:19]3[CH:24]=[CH:23][C:22]([C:25]([F:28])([F:27])[F:26])=[CH:21][CH:20]=3)[C:4]=2[N:5]=[C:6]([NH:8][CH:9]([CH2:12][OH:13])[CH2:10][OH:11])[N:7]=1.[CH3:29][S:30][C:31]1[CH:36]=[CH:35][CH:34]=[CH:33][C:32]=1B(O)O.C([O-])([O-])=O.[K+].[K+]. The catalyst is O1CCOCC1.O.C1C=CC([P]([Pd]([P](C2C=CC=CC=2)(C2C=CC=CC=2)C2C=CC=CC=2)([P](C2C=CC=CC=2)(C2C=CC=CC=2)C2C=CC=CC=2)[P](C2C=CC=CC=2)(C2C=CC=CC=2)C2C=CC=CC=2)(C2C=CC=CC=2)C2C=CC=CC=2)=CC=1. The product is [CH3:29][S:30][C:31]1[CH:36]=[CH:35][CH:34]=[CH:33][C:32]=1[C:2]1[C:3]2[CH:17]=[CH:16][C:15](=[O:18])[N:14]([C:19]3[CH:20]=[CH:21][C:22]([C:25]([F:27])([F:26])[F:28])=[CH:23][CH:24]=3)[C:4]=2[N:5]=[C:6]([NH:8][CH:9]([CH2:12][OH:13])[CH2:10][OH:11])[N:7]=1. The yield is 0.880. (7) The reactants are [Br:1][C:2]1[CH:3]=[C:4]([NH:10][C:11]2C=CN=[CH:13][N:12]=2)[C:5](=[O:9])[N:6]([CH3:8])[CH:7]=1.[CH3:17][N:18]1[CH2:23][CH2:22]C2N=C(N)[S:26][C:20]=2[CH2:19]1.BrC1C(=O)N(C)C=C(Br)C=1. No catalyst specified. The product is [Br:1][C:2]1[CH:3]=[C:4]([NH:10][C:11]2[S:26][C:20]3[CH2:19][N:18]([CH3:17])[CH2:23][CH2:22][C:13]=3[N:12]=2)[C:5](=[O:9])[N:6]([CH3:8])[CH:7]=1. The yield is 0.440. (8) The reactants are [N:1]([CH2:4][C@@H:5]([NH:12][C:13]([O:15][C:16]([CH3:19])([CH3:18])[CH3:17])=[O:14])[CH2:6][CH2:7][C:8](OC)=[O:9])=[N+]=[N-].[H][H]. The catalyst is CO.[Pd]. The product is [O:9]=[C:8]1[NH:1][CH2:4][C@@H:5]([NH:12][C:13]([O:15][C:16]([CH3:19])([CH3:18])[CH3:17])=[O:14])[CH2:6][CH2:7]1. The yield is 0.990. (9) The reactants are Cl.[C:2]([C:6]1[CH:11]=[CH:10][C:9]([NH:12]N)=[CH:8][CH:7]=1)([CH3:5])([CH3:4])[CH3:3].C(O)(C(F)(F)F)=O.[CH2:21]([O:28][C:29]([N:31]1[CH2:36][CH2:35][CH:34]([CH:37]=O)[CH2:33][CH2:32]1)=[O:30])[C:22]1[CH:27]=[CH:26][CH:25]=[CH:24][CH:23]=1.[BH4-].[Na+]. The catalyst is C1(C)C=CC=CC=1.CC#N.CCOC(C)=O.CO. The product is [CH2:21]([O:28][C:29]([N:31]1[CH2:36][CH2:35][C:34]2([C:10]3[C:9](=[CH:8][CH:7]=[C:6]([C:2]([CH3:5])([CH3:4])[CH3:3])[CH:11]=3)[NH:12][CH2:37]2)[CH2:33][CH2:32]1)=[O:30])[C:22]1[CH:23]=[CH:24][CH:25]=[CH:26][CH:27]=1. The yield is 0.510. (10) The reactants are [NH2:1][CH2:2][CH2:3][N:4]1[C:12]2[C:7](=[CH:8][CH:9]=[CH:10][CH:11]=2)[C:6]2([C:16]3=[CH:17][C:18]4[O:22][CH2:21][O:20][C:19]=4[CH:23]=[C:15]3[O:14][CH2:13]2)[C:5]1=[O:24].[F:25][C:26]1[CH:31]=[CH:30][C:29]([N:32]=[C:33]=[O:34])=[CH:28][CH:27]=1. The catalyst is ClCCl.C(N(CC)CC)C. The product is [F:25][C:26]1[CH:31]=[CH:30][C:29]([NH:32][C:33]([NH:1][CH2:2][CH2:3][N:4]2[C:12]3[C:7](=[CH:8][CH:9]=[CH:10][CH:11]=3)[C:6]3([C:16]4=[CH:17][C:18]5[O:22][CH2:21][O:20][C:19]=5[CH:23]=[C:15]4[O:14][CH2:13]3)[C:5]2=[O:24])=[O:34])=[CH:28][CH:27]=1. The yield is 0.820.